This data is from Full USPTO retrosynthesis dataset with 1.9M reactions from patents (1976-2016). The task is: Predict the reactants needed to synthesize the given product. (1) Given the product [NH2:1][C:2]1[N:7]=[CH:6][N:5]=[C:4]2[N:8]([C:12]3[CH:17]=[CH:16][C:15]([N:18]([CH3:27])[C:19](=[O:26])/[CH:20]=[CH:21]/[CH2:22][N:23]([CH3:25])[CH3:24])=[CH:14][CH:13]=3)[N:9]=[C:10]([C:32]3[CH:33]=[CH:34][C:29]([Cl:28])=[CH:30][CH:31]=3)[C:3]=12, predict the reactants needed to synthesize it. The reactants are: [NH2:1][C:2]1[N:7]=[CH:6][N:5]=[C:4]2[N:8]([C:12]3[CH:17]=[CH:16][C:15]([N:18]([CH3:27])[C:19](=[O:26])/[CH:20]=[CH:21]/[CH2:22][N:23]([CH3:25])[CH3:24])=[CH:14][CH:13]=3)[N:9]=[C:10](I)[C:3]=12.[Cl:28][C:29]1[CH:34]=[CH:33][C:32](B(O)O)=[CH:31][CH:30]=1.C(Cl)Cl. (2) Given the product [CH2:17]([N:19]1[C:25](=[O:26])[C:24]([CH3:28])([CH3:27])[C:23](=[O:29])[N:22]([CH3:30])[C:21]2[CH:31]=[C:32]([CH2:35][N:36]([CH2:50][C:51]3[C:52]([CH:57]=[O:58])=[N:53][CH:54]=[CH:55][CH:56]=3)[CH2:37][CH2:38][N:39]3[CH:44]=[CH:43][C:42]4[O:45][C:46]([CH3:48])=[CH:47][C:41]=4[C:40]3=[O:49])[CH:33]=[CH:34][C:20]1=2)[CH3:18], predict the reactants needed to synthesize it. The reactants are: I(C1C=CC=CC=1C(O)=O)(=O)=O.CS(C)=O.[CH2:17]([N:19]1[C:25](=[O:26])[C:24]([CH3:28])([CH3:27])[C:23](=[O:29])[N:22]([CH3:30])[C:21]2[CH:31]=[C:32]([CH2:35][N:36]([CH2:50][C:51]3[C:52]([CH2:57][OH:58])=[N:53][CH:54]=[CH:55][CH:56]=3)[CH2:37][CH2:38][N:39]3[CH:44]=[CH:43][C:42]4[O:45][C:46]([CH3:48])=[CH:47][C:41]=4[C:40]3=[O:49])[CH:33]=[CH:34][C:20]1=2)[CH3:18].